From a dataset of Full USPTO retrosynthesis dataset with 1.9M reactions from patents (1976-2016). Predict the reactants needed to synthesize the given product. (1) Given the product [C:1]([C:3]1[C:4]([N:18]2[CH2:23][CH2:22][N:21]([C:25]([NH:24][C:27]3[CH:32]=[CH:31][CH:30]=[C:29]([CH3:33])[CH:28]=3)=[O:26])[CH2:20][CH2:19]2)=[N:5][C:6]([C:14]([F:15])([F:17])[F:16])=[C:7]([CH:13]=1)[C:8]([O:10][CH2:11][CH3:12])=[O:9])#[N:2], predict the reactants needed to synthesize it. The reactants are: [C:1]([C:3]1[C:4]([N:18]2[CH2:23][CH2:22][NH:21][CH2:20][CH2:19]2)=[N:5][C:6]([C:14]([F:17])([F:16])[F:15])=[C:7]([CH:13]=1)[C:8]([O:10][CH2:11][CH3:12])=[O:9])#[N:2].[N:24]([C:27]1[CH:32]=[CH:31][CH:30]=[C:29]([CH3:33])[CH:28]=1)=[C:25]=[O:26]. (2) Given the product [Cl:1][C:2]1[CH:18]=[CH:17][C:5]2[CH2:6][CH2:7][N:8]([C:11](=[O:16])[C:12]([F:15])([F:14])[F:13])[CH2:9][CH2:10][C:4]=2[C:3]=1[C:31]#[N:32], predict the reactants needed to synthesize it. The reactants are: [Cl:1][C:2]1[CH:18]=[CH:17][C:5]2[CH2:6][CH2:7][N:8]([C:11](=[O:16])[C:12]([F:15])([F:14])[F:13])[CH2:9][CH2:10][C:4]=2[C:3]=1OS(C(F)(F)F)(=O)=O.C(Cl)Cl.O.[CH3:31][N:32](C=O)C. (3) Given the product [C:8]([C:12]1[CH:17]=[C:16]([NH:18][C:19]([NH:35][C:36]2[C:45]3[C:40](=[CH:41][CH:42]=[CH:43][CH:44]=3)[C:39]([O:46][C:47]3[CH:52]=[CH:51][N:50]=[C:49]([NH:53][C:54]4[CH:59]=[C:58]([O:60][CH2:61][CH2:62][O:63][CH2:64][CH2:65][O:66][CH2:67][CH2:68][O:69][CH3:70])[CH:57]=[C:56]([O:71][CH3:72])[CH:55]=4)[CH:48]=3)=[CH:38][CH:37]=2)=[O:27])[C:15]([O:28][CH3:29])=[C:14]([NH:30][S:31]([CH3:34])(=[O:33])=[O:32])[CH:13]=1)([CH3:9])([CH3:10])[CH3:11], predict the reactants needed to synthesize it. The reactants are: CCN(CC)CC.[C:8]([C:12]1[CH:13]=[C:14]([NH:30][S:31]([CH3:34])(=[O:33])=[O:32])[C:15]([O:28][CH3:29])=[C:16]([NH:18][C:19](=[O:27])OC2C=CC=CC=2)[CH:17]=1)([CH3:11])([CH3:10])[CH3:9].[NH2:35][C:36]1[C:45]2[C:40](=[CH:41][CH:42]=[CH:43][CH:44]=2)[C:39]([O:46][C:47]2[CH:52]=[CH:51][N:50]=[C:49]([NH:53][C:54]3[CH:59]=[C:58]([O:60][CH2:61][CH2:62][O:63][CH2:64][CH2:65][O:66][CH2:67][CH2:68][O:69][CH3:70])[CH:57]=[C:56]([O:71][CH3:72])[CH:55]=3)[CH:48]=2)=[CH:38][CH:37]=1. (4) Given the product [Br:16][C:17]1[CH:22]=[CH:21][C:20]([C:23]2[CH:24]=[N:25][C:26]3[N:27]([C:2]([CH2:5][C:6]4[CH:7]=[C:8]5[C:13](=[CH:14][CH:15]=4)[N:12]=[CH:11][CH:10]=[N:9]5)=[CH:3][N:29]=3)[N:28]=2)=[CH:19][C:18]=1[F:30], predict the reactants needed to synthesize it. The reactants are: Cl[CH:2]([CH2:5][C:6]1[CH:7]=[C:8]2[C:13](=[CH:14][CH:15]=1)[N:12]=[CH:11][CH:10]=[N:9]2)[CH:3]=O.[Br:16][C:17]1[CH:22]=[CH:21][C:20]([C:23]2[N:28]=[N:27][C:26]([NH2:29])=[N:25][CH:24]=2)=[CH:19][C:18]=1[F:30]. (5) Given the product [Cl:42][C:23]1[C:24]([NH:26][C:27]2[CH:32]=[CH:31][CH:30]=[CH:29][C:28]=2[S:33]([N:36]2[CH2:40][CH2:39][CH:38]([OH:41])[CH2:37]2)(=[O:34])=[O:35])=[N:25][C:20]([NH:1][C:2]2[CH:3]=[CH:4][C:5]3[CH2:11][CH2:10][CH:9]([NH:12][CH2:13][CH2:14][OH:15])[CH2:8][CH2:7][C:6]=3[C:16]=2[O:17][CH3:18])=[N:21][CH:22]=1, predict the reactants needed to synthesize it. The reactants are: [NH2:1][C:2]1[CH:3]=[CH:4][C:5]2[CH2:11][CH2:10][CH:9]([NH:12][CH2:13][CH2:14][OH:15])[CH2:8][CH2:7][C:6]=2[C:16]=1[O:17][CH3:18].Cl[C:20]1[N:25]=[C:24]([NH:26][C:27]2[CH:32]=[CH:31][CH:30]=[CH:29][C:28]=2[S:33]([N:36]2[CH2:40][CH2:39][CH:38]([OH:41])[CH2:37]2)(=[O:35])=[O:34])[C:23]([Cl:42])=[CH:22][N:21]=1. (6) Given the product [OH:8][C:9]1[C:33]([CH3:34])=[CH:32][CH:31]=[CH:30][C:10]=1[C:11]([NH:13][C:14]1[CH:23]=[C:22]([C:24]2[CH:29]=[CH:28][CH:27]=[CH:26][CH:25]=2)[CH:21]=[CH:20][C:15]=1[C:16]([OH:18])=[O:17])=[O:12], predict the reactants needed to synthesize it. The reactants are: CO.[OH-].[Na+].C([O:8][C:9]1[C:33]([CH3:34])=[CH:32][CH:31]=[CH:30][C:10]=1[C:11]([NH:13][C:14]1[CH:23]=[C:22]([C:24]2[CH:29]=[CH:28][CH:27]=[CH:26][CH:25]=2)[CH:21]=[CH:20][C:15]=1[C:16]([O:18]C)=[O:17])=[O:12])(=O)C.Cl. (7) Given the product [OH:33][C:31]1[CH:30]=[CH:29][C:15]2[C:16]([C:25]([F:28])([F:27])[F:26])=[C:17]([C:18]3[CH:23]=[CH:22][C:21]([OH:24])=[CH:20][CH:19]=3)[CH:12]([C:9]3[CH:10]=[CH:11][C:6]([O:5][CH2:4][CH2:3][CH2:2][CH2:34][N:42]4[CH2:47][CH2:46][CH2:45][CH2:44][CH2:43]4)=[CH:7][CH:8]=3)[O:13][C:14]=2[CH:32]=1, predict the reactants needed to synthesize it. The reactants are: Cl[CH2:2][CH2:3][CH2:4][O:5][C:6]1[CH:11]=[CH:10][C:9]([CH:12]2[C:17]([C:18]3[CH:23]=[CH:22][C:21]([OH:24])=[CH:20][CH:19]=3)=[C:16]([C:25]([F:28])([F:27])[F:26])[C:15]3[CH:29]=[CH:30][C:31]([OH:33])=[CH:32][C:14]=3[O:13]2)=[CH:8][CH:7]=1.[C:34](=O)([O-])[O-].[K+].[K+].[I-].[K+].[NH:42]1[CH2:47][CH2:46][CH2:45][CH2:44][CH2:43]1. (8) The reactants are: CC1(C)C(C)(C)OB([C:9]2[CH:29]=[CH:28][C:12]([C:13]([N:15]3[CH2:20][CH2:19][N:18]([C:21]([O:23][C:24]([CH3:27])([CH3:26])[CH3:25])=[O:22])[CH2:17][CH2:16]3)=[O:14])=[CH:11][CH:10]=2)O1.Br[C:32]1[N:33]=[C:34]([C:39]2[O:40][C:41]3[CH:46]=[CH:45][N:44]=[CH:43][C:42]=3[N:47]=2)[C:35]([NH2:38])=[N:36][CH:37]=1.C(=O)([O-])[O-].[Na+].[Na+]. Given the product [NH2:38][C:35]1[N:36]=[CH:37][C:32]([C:9]2[CH:10]=[CH:11][C:12]([C:13]([N:15]3[CH2:16][CH2:17][N:18]([C:21]([O:23][C:24]([CH3:26])([CH3:25])[CH3:27])=[O:22])[CH2:19][CH2:20]3)=[O:14])=[CH:28][CH:29]=2)=[N:33][C:34]=1[C:39]1[O:40][C:41]2[CH:46]=[CH:45][N:44]=[CH:43][C:42]=2[N:47]=1, predict the reactants needed to synthesize it. (9) Given the product [CH3:1][C:2]1[CH:7]=[C:6]([O:8][CH2:9][CH2:10][CH2:11][S:12]([CH3:15])(=[O:13])=[O:14])[CH:5]=[CH:4][C:3]=1[C:16]1[CH:21]=[CH:20][CH:19]=[C:18]([CH2:22][O:23][C:24]2[CH:25]=[CH:26][C:27]([C:30]3([CH2:34][C:35]([OH:37])=[O:36])[CH2:33][O:32][CH2:31]3)=[CH:28][CH:29]=2)[CH:17]=1, predict the reactants needed to synthesize it. The reactants are: [CH3:1][C:2]1[CH:7]=[C:6]([O:8][CH2:9][CH2:10][CH2:11][S:12]([CH3:15])(=[O:14])=[O:13])[CH:5]=[CH:4][C:3]=1[C:16]1[CH:21]=[CH:20][CH:19]=[C:18]([CH2:22][O:23][C:24]2[CH:29]=[CH:28][C:27]([C:30]3([CH2:34][C:35]([O:37]CC)=[O:36])[CH2:33][O:32][CH2:31]3)=[CH:26][CH:25]=2)[CH:17]=1.O.[OH-].[Li+]. (10) Given the product [Cl:24][C:22]1[CH:23]=[C:18]([NH:1][C:2]2[CH:3]=[CH:4][C:5]([C:8]([N:10]3[CH2:15][CH2:14][O:13][CH2:12][C@H:11]3[CH3:16])=[O:9])=[CH:6][N:7]=2)[C:19](=[O:26])[N:20]([CH3:25])[N:21]=1, predict the reactants needed to synthesize it. The reactants are: [NH2:1][C:2]1[N:7]=[CH:6][C:5]([C:8]([N:10]2[CH2:15][CH2:14][O:13][CH2:12][C@H:11]2[CH3:16])=[O:9])=[CH:4][CH:3]=1.Br[C:18]1[C:19](=[O:26])[N:20]([CH3:25])[N:21]=[C:22]([Cl:24])[CH:23]=1.C(=O)([O-])[O-].[Cs+].[Cs+].CC1(C)C2C(=C(P(C3C=CC=CC=3)C3C=CC=CC=3)C=CC=2)OC2C(P(C3C=CC=CC=3)C3C=CC=CC=3)=CC=CC1=2.